Task: Predict the reaction yield, written as a fraction of the theoretical maximum amount of product (1.0 means a 100% yield; for example, 0.34 means a 34% yield).. Dataset: Reaction yield outcomes from USPTO patents with 853,638 reactions (1) The reactants are Cl.[C:2]([S:5][CH:6]1[CH2:11][CH2:10][N:9]([CH:12]([C:18]2[CH:23]=[CH:22][CH:21]=[CH:20][C:19]=2[F:24])[C:13]([CH:15]2[CH2:17][CH2:16]2)=[O:14])[CH2:8]/[C:7]/1=[CH:25]\[C:26]1[CH:30]=[CH:29][N:28]([CH2:31][C:32]([OH:34])=O)[N:27]=1)(=[O:4])[CH3:3].ClC(OCC(C)C)=O.[NH3:43].C(=O)([O-])O.[Na+]. The catalyst is ClCCl.C(N(CC)CC)C. The product is [C:2]([S:5][CH:6]1[CH2:11][CH2:10][N:9]([CH:12]([C:18]2[CH:23]=[CH:22][CH:21]=[CH:20][C:19]=2[F:24])[C:13]([CH:15]2[CH2:16][CH2:17]2)=[O:14])[CH2:8]/[C:7]/1=[CH:25]\[C:26]1[CH:30]=[CH:29][N:28]([CH2:31][C:32](=[O:34])[NH2:43])[N:27]=1)(=[O:4])[CH3:3]. The yield is 0.420. (2) The reactants are [F:1][C:2]([F:30])([F:29])[C:3]1[CH:4]=[C:5]([CH:22]=[C:23]([C:25]([F:28])([F:27])[F:26])[CH:24]=1)[C:6]([N:8]1[CH2:13][CH2:12][C:11](=O)[CH2:10][CH:9]1[CH2:15][C:16]1[CH:21]=[CH:20][CH:19]=[CH:18][CH:17]=1)=[O:7].[C:31]1([CH2:37][N:38]2[CH2:43][CH2:42][NH:41][CH2:40][CH2:39]2)[CH:36]=[CH:35][CH:34]=[CH:33][CH:32]=1.C([BH3-])#N.[Na+].C(O)C. The catalyst is C(Cl)Cl.CC(C)[O-].[Ti+4].CC(C)[O-].CC(C)[O-].CC(C)[O-].O. The product is [F:1][C:2]([F:30])([F:29])[C:3]1[CH:4]=[C:5]([CH:22]=[C:23]([C:25]([F:28])([F:27])[F:26])[CH:24]=1)[C:6]([N:8]1[CH2:13][CH2:12][C@H:11]([N:41]2[CH2:42][CH2:43][N:38]([CH2:37][C:31]3[CH:32]=[CH:33][CH:34]=[CH:35][CH:36]=3)[CH2:39][CH2:40]2)[CH2:10][C@@H:9]1[CH2:15][C:16]1[CH:21]=[CH:20][CH:19]=[CH:18][CH:17]=1)=[O:7]. The yield is 0.269. (3) The reactants are C([C:4]1[C:13]2[C:8](=[C:9]([NH:14][C:15]([NH:17][CH2:18][C:19]3[CH:24]=[CH:23][C:22]([C:25]([F:28])([F:27])[F:26])=[CH:21][CH:20]=3)=[O:16])[CH:10]=[CH:11][CH:12]=2)[CH:7]=[CH:6][N:5]=1)(O)=O.C1(P([N:43]=[N+]=[N-])(C2C=CC=CC=2)=O)C=CC=CC=1.C(N(CC)CC)C.O. The catalyst is O1CCOCC1. The product is [NH2:43][C:4]1[C:13]2[C:8](=[C:9]([NH:14][C:15]([NH:17][CH2:18][C:19]3[CH:20]=[CH:21][C:22]([C:25]([F:27])([F:26])[F:28])=[CH:23][CH:24]=3)=[O:16])[CH:10]=[CH:11][CH:12]=2)[CH:7]=[CH:6][N:5]=1. The yield is 0.270. (4) The reactants are Br[C:2]1[N:11]2[C:5]([CH2:6][N:7]([CH3:17])[CH2:8][C:9]3[CH:15]=[C:14]([Cl:16])[CH:13]=[CH:12][C:10]=32)=[N:4][N:3]=1.[NH:18]1[CH2:23][CH2:22][C:21]2([C:27]3[CH:28]=[CH:29][CH:30]=[CH:31][C:26]=3[C:25](=[O:32])[O:24]2)[CH2:20][CH2:19]1. The catalyst is [Br-].C([N+](CCCC)(CCCC)CCCC)CCC.S1(CCCC1)(=O)=O. The product is [Cl:16][C:14]1[CH:13]=[CH:12][C:10]2[N:11]3[C:2]([N:18]4[CH2:23][CH2:22][C:21]5([C:27]6[CH:28]=[CH:29][CH:30]=[CH:31][C:26]=6[C:25](=[O:32])[O:24]5)[CH2:20][CH2:19]4)=[N:3][N:4]=[C:5]3[CH2:6][N:7]([CH3:17])[CH2:8][C:9]=2[CH:15]=1. The yield is 0.140. (5) The yield is 1.00. The product is [O:1]1[C:5]2([CH2:6][CH2:7][CH:8]([C:11]3[CH:12]=[CH:13][C:14]([CH2:15][NH:16][C:42]([C:38]4[N:39]([CH3:41])[CH:40]=[C:36]([NH:35][C:33]([C:28]5[C:27]([C:24]6[CH:23]=[CH:22][C:21]([C:20]([F:46])([F:19])[F:45])=[CH:26][CH:25]=6)=[CH:32][CH:31]=[CH:30][CH:29]=5)=[O:34])[CH:37]=4)=[O:43])=[CH:17][CH:18]=3)[CH2:9][CH2:10]2)[O:4][CH2:3][CH2:2]1. The reactants are [O:1]1[C:5]2([CH2:10][CH2:9][CH:8]([C:11]3[CH:18]=[CH:17][C:14]([CH2:15][NH2:16])=[CH:13][CH:12]=3)[CH2:7][CH2:6]2)[O:4][CH2:3][CH2:2]1.[F:19][C:20]([F:46])([F:45])[C:21]1[CH:26]=[CH:25][C:24]([C:27]2[C:28]([C:33]([NH:35][C:36]3[CH:37]=[C:38]([C:42](O)=[O:43])[N:39]([CH3:41])[CH:40]=3)=[O:34])=[CH:29][CH:30]=[CH:31][CH:32]=2)=[CH:23][CH:22]=1.CN(C(ON1N=NC2C=CC=CC1=2)=[N+](C)C)C.[B-](F)(F)(F)F.C(N(C(C)C)C(C)C)C. The catalyst is CN(C)C=O.ClCCl.C(O)C. (6) The reactants are C1(C)C=CC(S(O[CH:11]2[CH2:16][CH2:15][N:14]([C:17]3[CH:22]=[CH:21][C:20]([N:23]4[CH2:27][C@H:26]([CH2:28][NH:29][C:30](=[O:32])[CH3:31])[O:25][C:24]4=[O:33])=[CH:19][C:18]=3[F:34])[CH2:13][CH2:12]2)(=O)=O)=CC=1.C([O-])([O-])=O.[K+].[K+].[NH:42]1[CH:46]=[CH:45][N:44]=[N:43]1. The catalyst is CN(C=O)C. The product is [N:42]1[N:43]([CH:11]2[CH2:16][CH2:15][N:14]([C:17]3[CH:22]=[CH:21][C:20]([N:23]4[CH2:27][C@H:26]([CH2:28][NH:29][C:30](=[O:32])[CH3:31])[O:25][C:24]4=[O:33])=[CH:19][C:18]=3[F:34])[CH2:13][CH2:12]2)[N:44]=[CH:45][CH:46]=1. The yield is 0.520. (7) The reactants are [Cl:1][C:2]1[C:3](=[O:10])[NH:4]NC(=O)[C:7]=1[Cl:8].[CH3:11][N:12]([CH:14]=[O:15])C.C(=O)([O-])[O-].[K+].[K+].[CH2:22](Br)[C:23]1[CH:28]=[CH:27][CH:26]=[CH:25][CH:24]=1. The catalyst is CCCCCC.O. The product is [CH2:11]([N:12]1[C:14](=[O:15])[C:7]([Cl:8])=[C:2]([Cl:1])[C:3]([O:4][CH2:22][C:23]2[CH:28]=[CH:27][CH:26]=[CH:25][CH:24]=2)=[N:10]1)[C:23]1[CH:28]=[CH:27][CH:26]=[CH:25][CH:24]=1. The yield is 0.900.